This data is from Full USPTO retrosynthesis dataset with 1.9M reactions from patents (1976-2016). The task is: Predict the reactants needed to synthesize the given product. (1) Given the product [F:17][C:14]1[CH:13]=[N:12][C:11]([C@@H:9]([NH:8][C:27]2[N:32]=[C:31]([NH:33][C:34]3[CH:38]=[C:37]([CH3:39])[NH:36][N:35]=3)[C:30]([C:40]([F:43])([F:42])[F:41])=[CH:29][N:28]=2)[CH3:10])=[N:16][CH:15]=1, predict the reactants needed to synthesize it. The reactants are: ClC1C(NC2C=C(OC)NN=2)=NC([NH:8][C@H:9]([C:11]2[N:16]=[CH:15][C:14]([F:17])=[CH:13][N:12]=2)[CH3:10])=NC=1.Cl[C:27]1[N:32]=[C:31]([NH:33][C:34]2[CH:38]=[C:37]([CH3:39])[NH:36][N:35]=2)[C:30]([C:40]([F:43])([F:42])[F:41])=[CH:29][N:28]=1.CCN(C(C)C)C(C)C. (2) Given the product [C:1](=[O:2])([S:9][C:38]1[CH:39]=[CH:34][CH:35]=[C:36]([C:40](=[O:51])[CH2:41][CH2:42][NH:43][C:44]([O:45][C:46]([CH3:48])([CH3:47])[CH3:49])=[O:50])[CH:37]=1)[C:3]1[CH:8]=[CH:7][CH:6]=[CH:5][CH:4]=1, predict the reactants needed to synthesize it. The reactants are: [C:1]([SH:9])([C:3]1[CH:8]=[CH:7][CH:6]=[CH:5][CH:4]=1)=[O:2].N1C2C(=CC=C3C=2N=CC=C3)C=CC=1.CCN(C(C)C)C(C)C.I[C:34]1[CH:35]=[C:36]([C:40](=[O:51])[CH2:41][CH2:42][NH:43][C:44](=[O:50])[O:45][C:46]([CH3:49])([CH3:48])[CH3:47])[CH:37]=[CH:38][CH:39]=1. (3) Given the product [C:1]([NH:4][NH:5][C:6]([C@@H:8]1[CH2:14][CH2:13][C@@H:12]2[CH2:15][N:9]1[C:10](=[O:24])[N:11]2[OH:16])=[O:7])(=[O:3])[CH3:2], predict the reactants needed to synthesize it. The reactants are: [C:1]([NH:4][NH:5][C:6]([C@@H:8]1[CH2:14][CH2:13][C@@H:12]2[CH2:15][N:9]1[C:10](=[O:24])[N:11]2[O:16]CC1C=CC=CC=1)=[O:7])(=[O:3])[CH3:2]. (4) Given the product [CH2:1]([CH:8]1[CH2:14][N:13]([CH2:15][CH2:16][C:17]([NH2:19])=[O:18])[C:12](=[O:26])[CH2:11][N:10]([S:27]([C:30]2[CH:31]=[CH:32][C:33]([Cl:36])=[CH:34][CH:35]=2)(=[O:29])=[O:28])[C:9]1=[O:37])[C:2]1[CH:3]=[CH:4][CH:5]=[CH:6][CH:7]=1, predict the reactants needed to synthesize it. The reactants are: [CH2:1]([CH:8]1[CH2:14][N:13]([CH2:15][CH2:16][C:17]([NH:19]C2C=CC=CC=2)=[O:18])[C:12](=[O:26])[CH2:11][N:10]([S:27]([C:30]2[CH:35]=[CH:34][C:33]([Cl:36])=[CH:32][CH:31]=2)(=[O:29])=[O:28])[C:9]1=[O:37])[C:2]1[CH:7]=[CH:6][CH:5]=[CH:4][CH:3]=1.NC1C=CC=CC=1.C[Si](C)(C)N[Si](C)(C)C. (5) The reactants are: [Cl:1][C:2]1[CH:3]=[C:4]([C:8]2[N:9]=[C:10]([NH:20][C:21]3[CH:26]=[CH:25][C:24]([CH2:27][C:28](O)=[O:29])=[CH:23][CH:22]=3)[C:11]3[S:17](=[O:19])(=[O:18])[CH2:16][CH2:15][CH2:14][C:12]=3[N:13]=2)[CH:5]=[CH:6][CH:7]=1.C(Cl)CCl.C1C=[CH:37][C:38]2N(O)N=[N:41][C:39]=2C=1.C(N)CC. Given the product [Cl:1][C:2]1[CH:3]=[C:4]([C:8]2[N:9]=[C:10]([NH:20][C:21]3[CH:26]=[CH:25][C:24]([CH2:27][C:28]([NH:41][CH2:39][CH2:38][CH3:37])=[O:29])=[CH:23][CH:22]=3)[C:11]3[S:17](=[O:18])(=[O:19])[CH2:16][CH2:15][CH2:14][C:12]=3[N:13]=2)[CH:5]=[CH:6][CH:7]=1, predict the reactants needed to synthesize it. (6) Given the product [C:16]([O:15][C:13]([N:12]1[CH:6]2[CH2:7][CH2:8][CH:9]1[C:10](=[O:11])[CH2:5]2)=[O:14])([CH3:19])([CH3:17])[CH3:18], predict the reactants needed to synthesize it. The reactants are: COC([CH:5]1[C:10](=[O:11])[CH:9]2[N:12]([C:13]([O:15][C:16]([CH3:19])([CH3:18])[CH3:17])=[O:14])[CH:6]1[CH2:7][CH2:8]2)=O.Cl.C(OC(OC(OC(C)(C)C)=O)=O)(C)(C)C. (7) Given the product [O:32]=[S:2]1(=[O:1])[C:6]2[CH:7]=[CH:8][C:9]([C:11]3[CH:12]=[C:13]([C:17]4[N:18]=[C:19]([CH:29]([CH3:30])[CH3:31])[NH:20][C:21]=4[C:22]4[CH:27]=[CH:26][CH:25]=[C:24]([CH3:28])[N:23]=4)[CH:14]=[CH:15][CH:16]=3)=[CH:10][C:5]=2[CH2:4][CH2:3]1, predict the reactants needed to synthesize it. The reactants are: [O:1]=[S:2]1(=[O:32])[C:6]2[CH:7]=[CH:8][C:9]([C:11]3[CH:12]=[C:13]([C:17]4[N:18]=[C:19]([CH:29]([CH3:31])[CH3:30])[NH:20][C:21]=4[C:22]4[CH:27]=[CH:26][CH:25]=[C:24]([CH3:28])[N:23]=4)[CH:14]=[CH:15][CH:16]=3)=[CH:10][C:5]=2[CH:4]=[CH:3]1.